Binary Classification. Given a miRNA mature sequence and a target amino acid sequence, predict their likelihood of interaction. From a dataset of Experimentally validated miRNA-target interactions with 360,000+ pairs, plus equal number of negative samples. (1) The miRNA is mmu-miR-190a-5p with sequence UGAUAUGUUUGAUAUAUUAGGU. The protein sequence of the target gene is MAEKPYKCDKCGKGFTRSSSLLVHHSVHTGEKPFKCDRCGKGFSQSSKLHIHKRVHTGEKPYACEECGMSFSQRSNLHIHQRVHTGERPYKCGECGKGFSQSSNLHIHRCTHTGEKPYQCYECGKGFSQSSDLRIHLRVHTGEKPYHCGKCGQGFSQSSKLLIHQRVHTGEKPYECSKCGKGFSQSSNLHIHQRVHRKELH. Result: 1 (interaction). (2) Result: 0 (no interaction). The protein sequence of the target gene is MSKRNQVSYVRPAEPAFLSRFKERVGYKEGPTVETKKIQPQLPDEDGNHSDKEDEQPQVVVLKKGDLTAEEVMKIKAEIKAAKTDEEPPPADGRIVYRKPVKRSSDEKCSGLTASSKKKKTNEDDVNKQSSVRKNSQKQIKNSSLLSFDSEDENE. The miRNA is hsa-miR-4691-5p with sequence GUCCUCCAGGCCAUGAGCUGCGG.